The task is: Predict the reactants needed to synthesize the given product.. This data is from Full USPTO retrosynthesis dataset with 1.9M reactions from patents (1976-2016). (1) Given the product [CH2:56]([NH:63][C:46]([C:42]1[CH:41]=[C:40]2[C:45](=[N:44][CH:43]=1)[N:36]([O:35][CH2:28][C:29]1[CH:34]=[CH:33][CH:32]=[CH:31][CH:30]=1)[C:37](=[O:55])[C:38]([C:50]([O:52][CH2:53][CH3:54])=[O:51])=[C:39]2[OH:49])=[O:48])[C:57]1[CH:62]=[CH:61][CH:60]=[CH:59][CH:58]=1, predict the reactants needed to synthesize it. The reactants are: CN([P+](ON1N=NC2C=CC=CC1=2)(N(C)C)N(C)C)C.F[P-](F)(F)(F)(F)F.[CH2:28]([O:35][N:36]1[C:45]2[N:44]=[CH:43][C:42]([C:46]([OH:48])=O)=[CH:41][C:40]=2[C:39]([OH:49])=[C:38]([C:50]([O:52][CH2:53][CH3:54])=[O:51])[C:37]1=[O:55])[C:29]1[CH:34]=[CH:33][CH:32]=[CH:31][CH:30]=1.[CH2:56]([NH2:63])[C:57]1[CH:62]=[CH:61][CH:60]=[CH:59][CH:58]=1. (2) Given the product [N+:16]([C:19]1[CH:24]=[CH:23][CH:22]=[CH:21][C:20]=1[S:25]([NH:1][C:2]1[CH:15]=[CH:14][C:5]2[C@H:6]([CH2:9][C:10]([O:12][CH3:13])=[O:11])[CH2:7][O:8][C:4]=2[CH:3]=1)(=[O:27])=[O:26])([O-:18])=[O:17], predict the reactants needed to synthesize it. The reactants are: [NH2:1][C:2]1[CH:15]=[CH:14][C:5]2[C@H:6]([CH2:9][C:10]([O:12][CH3:13])=[O:11])[CH2:7][O:8][C:4]=2[CH:3]=1.[N+:16]([C:19]1[CH:24]=[CH:23][CH:22]=[CH:21][C:20]=1[S:25](Cl)(=[O:27])=[O:26])([O-:18])=[O:17]. (3) Given the product [C:1]([C:5]1[CH:10]=[CH:9][C:8]([S:11]([N:14]([C:15]2[CH:16]=[CH:17][C:18]([CH3:21])=[CH:19][CH:20]=2)[CH2:22][C:23]([N:29]([CH:26]2[CH2:28][CH2:27]2)[CH2:30][C:31]2[CH:36]=[CH:35][CH:34]=[C:33]([CH3:37])[CH:32]=2)=[O:24])(=[O:13])=[O:12])=[CH:7][CH:6]=1)([CH3:3])([CH3:2])[CH3:4], predict the reactants needed to synthesize it. The reactants are: [C:1]([C:5]1[CH:10]=[CH:9][C:8]([S:11]([N:14]([CH2:22][C:23](O)=[O:24])[C:15]2[CH:20]=[CH:19][C:18]([CH3:21])=[CH:17][CH:16]=2)(=[O:13])=[O:12])=[CH:7][CH:6]=1)([CH3:4])([CH3:3])[CH3:2].[CH:26]1([NH:29][CH2:30][C:31]2[CH:36]=[CH:35][CH:34]=[C:33]([CH3:37])[CH:32]=2)[CH2:28][CH2:27]1. (4) Given the product [NH2:12][C:6]1[CH:7]=[CH:8][C:9]([O:10][CH3:11])=[C:4]([C:1](=[O:3])[CH3:2])[CH:5]=1, predict the reactants needed to synthesize it. The reactants are: [C:1]([C:4]1[CH:5]=[C:6]([NH:12]C(=O)CCC)[CH:7]=[CH:8][C:9]=1[O:10][CH3:11])(=[O:3])[CH3:2].[OH-].[Na+]. (5) Given the product [CH2:8]([C:7]1[N:20]=[C:19]([NH:18][C:15]2[CH:16]=[CH:17][C:12]([F:11])=[CH:13][CH:14]=2)[N:21]=[C:5]([OH:10])[CH:6]=1)[CH3:9], predict the reactants needed to synthesize it. The reactants are: C(O[C:5](=[O:10])[CH2:6][CH2:7][CH2:8][CH3:9])(=O)C.[F:11][C:12]1[CH:17]=[CH:16][C:15]([NH:18][C:19]([NH2:21])=[NH:20])=[CH:14][CH:13]=1.C[O-].[Na+]. (6) Given the product [Cl:1][C:2]1[CH:3]=[C:4]([NH:19][C:20]2[C:30]3[CH:29]=[C:28]([C:31]([NH:38][CH2:37][C:36]([CH3:44])([CH3:35])[CH2:39][S:40]([CH3:43])(=[O:42])=[O:41])=[O:33])[CH2:27][CH2:26][NH:25][C:24]=3[N:23]=[CH:22][N:21]=2)[CH:5]=[CH:6][C:7]=1[O:8][C:9]1[CH:14]=[CH:13][CH:12]=[C:11]([C:15]([F:16])([F:18])[F:17])[CH:10]=1, predict the reactants needed to synthesize it. The reactants are: [Cl:1][C:2]1[CH:3]=[C:4]([NH:19][C:20]2[C:30]3[CH:29]=[C:28]([C:31]([OH:33])=O)[CH2:27][CH2:26][NH:25][C:24]=3[N:23]=[CH:22][N:21]=2)[CH:5]=[CH:6][C:7]=1[O:8][C:9]1[CH:14]=[CH:13][CH:12]=[C:11]([C:15]([F:18])([F:17])[F:16])[CH:10]=1.Cl.[CH3:35][C:36]([CH3:44])([CH2:39][S:40]([CH3:43])(=[O:42])=[O:41])[CH2:37][NH2:38].Cl.C(N=C=NCCCN(C)C)C.O.ON1C2C=CC=CC=2N=N1. (7) Given the product [ClH:1].[ClH:1].[NH2:9][C@@H:10]([CH3:45])[C:11]([O:13][CH2:14][C:15]1[CH:20]=[C:19]([F:21])[C:18]([F:22])=[CH:17][C:16]=1[C:23]1[CH:24]=[C:25]2[C:30](=[CH:31][CH:32]=1)[N:29]=[C:28]([NH2:33])[N:27]=[C:26]2[C:34]([N:36]1[CH2:44][C:43]2[C:38](=[CH:39][CH:40]=[CH:41][CH:42]=2)[CH2:37]1)=[O:35])=[O:12], predict the reactants needed to synthesize it. The reactants are: [ClH:1].C(OC([NH:9][C@@H:10]([CH3:45])[C:11]([O:13][CH2:14][C:15]1[CH:20]=[C:19]([F:21])[C:18]([F:22])=[CH:17][C:16]=1[C:23]1[CH:24]=[C:25]2[C:30](=[CH:31][CH:32]=1)[N:29]=[C:28]([NH2:33])[N:27]=[C:26]2[C:34]([N:36]1[CH2:44][C:43]2[C:38](=[CH:39][CH:40]=[CH:41][CH:42]=2)[CH2:37]1)=[O:35])=[O:12])=O)(C)(C)C.